Task: Regression. Given two drug SMILES strings and cell line genomic features, predict the synergy score measuring deviation from expected non-interaction effect.. Dataset: NCI-60 drug combinations with 297,098 pairs across 59 cell lines (1) Drug 1: CS(=O)(=O)C1=CC(=C(C=C1)C(=O)NC2=CC(=C(C=C2)Cl)C3=CC=CC=N3)Cl. Synergy scores: CSS=10.7, Synergy_ZIP=-4.65, Synergy_Bliss=-3.42, Synergy_Loewe=-2.44, Synergy_HSA=-2.39. Cell line: A549. Drug 2: C1CC(=O)NC(=O)C1N2CC3=C(C2=O)C=CC=C3N. (2) Drug 1: COC1=C(C=C2C(=C1)N=CN=C2NC3=CC(=C(C=C3)F)Cl)OCCCN4CCOCC4. Drug 2: CC1C(C(=O)NC(C(=O)N2CCCC2C(=O)N(CC(=O)N(C(C(=O)O1)C(C)C)C)C)C(C)C)NC(=O)C3=C4C(=C(C=C3)C)OC5=C(C(=O)C(=C(C5=N4)C(=O)NC6C(OC(=O)C(N(C(=O)CN(C(=O)C7CCCN7C(=O)C(NC6=O)C(C)C)C)C)C(C)C)C)N)C. Cell line: MCF7. Synergy scores: CSS=20.9, Synergy_ZIP=8.84, Synergy_Bliss=13.4, Synergy_Loewe=13.5, Synergy_HSA=13.0.